From a dataset of NCI-60 drug combinations with 297,098 pairs across 59 cell lines. Regression. Given two drug SMILES strings and cell line genomic features, predict the synergy score measuring deviation from expected non-interaction effect. Drug 1: C1=CC(=CC=C1C#N)C(C2=CC=C(C=C2)C#N)N3C=NC=N3. Drug 2: C1=NNC2=C1C(=O)NC=N2. Cell line: MDA-MB-231. Synergy scores: CSS=-5.15, Synergy_ZIP=0.658, Synergy_Bliss=-2.67, Synergy_Loewe=-8.41, Synergy_HSA=-5.51.